Task: Predict the product of the given reaction.. Dataset: Forward reaction prediction with 1.9M reactions from USPTO patents (1976-2016) (1) The product is: [CH:27]1([C:33]([NH:1][C:2]2[CH:7]=[CH:6][C:5]([C:8]3[NH:9][C:10]4[CH:16]=[C:15]([C:17]([F:20])([F:19])[F:18])[CH:14]=[CH:13][C:11]=4[N:12]=3)=[CH:4][CH:3]=2)=[O:34])[CH2:32][CH2:31][CH2:30][CH2:29][CH2:28]1. Given the reactants [NH2:1][C:2]1[CH:7]=[CH:6][C:5]([C:8]2[NH:9][C:10]3[CH:16]=[C:15]([C:17]([F:20])([F:19])[F:18])[CH:14]=[CH:13][C:11]=3[N:12]=2)=[CH:4][CH:3]=1.C([O-])([O-])=O.[K+].[K+].[CH:27]1([C:33](Cl)=[O:34])[CH2:32][CH2:31][CH2:30][CH2:29][CH2:28]1.[Cl-].[Na+], predict the reaction product. (2) Given the reactants [CH3:1][O:2][C:3]([C:5]1([CH2:10][CH2:11][CH2:12][CH2:13]Br)[CH2:9][CH2:8][CH2:7][CH2:6]1)=[O:4].[N-:15]=[N+:16]=[N-:17].[Na+], predict the reaction product. The product is: [CH3:1][O:2][C:3]([C:5]1([CH2:10][CH2:11][CH2:12][CH2:13][N:15]=[N+:16]=[N-:17])[CH2:9][CH2:8][CH2:7][CH2:6]1)=[O:4]. (3) Given the reactants [Cl:1][C:2]1[CH:3]=[N:4][C:5]2[N:6]([N:8]=[C:9]([C:11]([OH:13])=O)[CH:10]=2)[CH:7]=1.[Cl:14][C:15]1[CH:20]=[CH:19][C:18]([C:21]2[CH2:22][CH2:23][NH:24][CH2:25][CH:26]=2)=[CH:17][CH:16]=1, predict the reaction product. The product is: [Cl:1][C:2]1[CH:3]=[N:4][C:5]2[N:6]([N:8]=[C:9]([C:11]([N:24]3[CH2:23][CH:22]=[C:21]([C:18]4[CH:19]=[CH:20][C:15]([Cl:14])=[CH:16][CH:17]=4)[CH2:26][CH2:25]3)=[O:13])[CH:10]=2)[CH:7]=1. (4) Given the reactants [Br:1][C:2]1[N:3]=[CH:4][CH:5]=[C:6]2[C:10]=1[NH:9][CH:8]=[C:7]2[C:11](=[O:15])[C:12]([O-:14])=O.[K+].[CH3:17][C@@H:18]1[NH:23][CH2:22][CH2:21][N:20]([C:24](=[O:31])[C:25]2[CH:30]=[CH:29][CH:28]=[CH:27][N:26]=2)[CH2:19]1, predict the reaction product. The product is: [N:26]1[CH:27]=[CH:28][CH:29]=[CH:30][C:25]=1[C:24]([N:20]1[CH2:21][CH2:22][N:23]([C:12](=[O:14])[C:11]([C:7]2[C:6]3[C:10](=[C:2]([Br:1])[N:3]=[CH:4][CH:5]=3)[NH:9][CH:8]=2)=[O:15])[C@@H:18]([CH3:17])[CH2:19]1)=[O:31].